The task is: Predict which catalyst facilitates the given reaction.. This data is from Catalyst prediction with 721,799 reactions and 888 catalyst types from USPTO. (1) Reactant: C(=O)([O-])[O-].[Na+].[Na+].Cl.[CH2:8]1[C:16]2[C:11](=[CH:12][C:13]([NH:17][C:18]3[C:27]4[C:22](=[C:23](I)[C:24]([CH3:28])=[CH:25][CH:26]=4)[N:21]=[CH:20][N:19]=3)=[CH:14][CH:15]=2)[CH2:10][CH2:9]1.[CH3:30][NH:31][C:32]1[N:41]=[CH:40][C:39]2[C:34](=[CH:35][CH:36]=[C:37](B3OC(C)(C)C(C)(C)O3)[CH:38]=2)[N:33]=1. Product: [CH2:8]1[C:16]2[C:11](=[CH:12][C:13]([NH:17][C:18]3[C:27]4[C:22](=[C:23]([C:37]5[CH:38]=[C:39]6[C:34](=[CH:35][CH:36]=5)[N:33]=[C:32]([NH:31][CH3:30])[N:41]=[CH:40]6)[C:24]([CH3:28])=[CH:25][CH:26]=4)[N:21]=[CH:20][N:19]=3)=[CH:14][CH:15]=2)[CH2:10][CH2:9]1. The catalyst class is: 102. (2) Product: [Cl:7][C:8]1[S:12][C:11]([C:13]([NH:21][CH2:22][CH:23]2[O:27][C:26](=[O:28])[N:25]([C:29]3[CH:34]=[CH:33][C:32]([N:35]4[CH2:40][CH2:39][O:38][CH2:37][C:36]4=[O:41])=[CH:31][CH:30]=3)[CH2:24]2)=[O:15])=[CH:10][CH:9]=1. Reactant: CN1C=CN=C1.[Cl:7][C:8]1[S:12][C:11]([C:13]([OH:15])=O)=[CH:10][CH:9]=1.CS(Cl)(=O)=O.[NH2:21][CH2:22][CH:23]1[O:27][C:26](=[O:28])[N:25]([C:29]2[CH:34]=[CH:33][C:32]([N:35]3[CH2:40][CH2:39][O:38][CH2:37][C:36]3=[O:41])=[CH:31][CH:30]=2)[CH2:24]1. The catalyst class is: 46. (3) Reactant: C[O:2][C:3](=[O:33])[C:4]1[CH:9]=[CH:8][CH:7]=[N:6][C:5]=1[CH2:10][C@@H:11]1[O:15][C:14]([CH3:17])([CH3:16])[N:13]([C:18]([O:20][C:21]([CH3:24])([CH3:23])[CH3:22])=[O:19])[C@@H:12]1[CH2:25][C:26]1[CH:31]=[CH:30][CH:29]=[CH:28][C:27]=1[F:32].[OH-].[Li+].S(=O)(=O)(O)[O-].[Na+]. Product: [C:21]([O:20][C:18]([N:13]1[C@H:12]([CH2:25][C:26]2[CH:31]=[CH:30][CH:29]=[CH:28][C:27]=2[F:32])[C@H:11]([CH2:10][C:5]2[N:6]=[CH:7][CH:8]=[CH:9][C:4]=2[C:3]([OH:33])=[O:2])[O:15][C:14]1([CH3:17])[CH3:16])=[O:19])([CH3:24])([CH3:22])[CH3:23]. The catalyst class is: 38. (4) Reactant: C([O:4][C@H:5]1[CH2:22][CH2:21][C@@:20]2([CH:23]=[O:24])[C:7](=[CH:8][CH2:9][C@@H:10]3[C@@H:19]2[CH2:18][CH2:17][C@@:15]2([CH3:16])[C@H:11]3[CH2:12][CH2:13][C@@H:14]2[O:25]C(=O)C)[CH2:6]1)(=O)C.[OH-].[K+]. Product: [O:24]=[CH:23][C@@:20]12[C@@H:19]3[C@H:10]([C@H:11]4[C@@:15]([CH2:17][CH2:18]3)([CH3:16])[C@@H:14]([OH:25])[CH2:13][CH2:12]4)[CH2:9][CH:8]=[C:7]1[CH2:6][C@@H:5]([OH:4])[CH2:22][CH2:21]2. The catalyst class is: 5. (5) Reactant: [CH3:1][NH:2][C:3]([C:5]1[O:6][C:7]2[CH:13]=[CH:12][CH:11]=[C:10]([N:14]3[CH2:19][CH2:18][N:17](C(OC(C)(C)C)=O)[CH2:16][CH2:15]3)[C:8]=2[CH:9]=1)=[O:4].FC(F)(F)C(O)=O. Product: [CH3:1][NH:2][C:3]([C:5]1[O:6][C:7]2[CH:13]=[CH:12][CH:11]=[C:10]([N:14]3[CH2:19][CH2:18][NH:17][CH2:16][CH2:15]3)[C:8]=2[CH:9]=1)=[O:4]. The catalyst class is: 4.